The task is: Regression. Given two drug SMILES strings and cell line genomic features, predict the synergy score measuring deviation from expected non-interaction effect.. This data is from NCI-60 drug combinations with 297,098 pairs across 59 cell lines. (1) Drug 1: CN(C)C(=N)N=C(N)N. Drug 2: CCC1=C2N=C(C=C(N2N=C1)NCC3=C[N+](=CC=C3)[O-])N4CCCCC4CCO. Cell line: UACC62. Synergy scores: CSS=45.4, Synergy_ZIP=-0.315, Synergy_Bliss=-4.99, Synergy_Loewe=-45.9, Synergy_HSA=-5.47. (2) Drug 1: C1CCN(CC1)CCOC2=CC=C(C=C2)C(=O)C3=C(SC4=C3C=CC(=C4)O)C5=CC=C(C=C5)O. Drug 2: C1=C(C(=O)NC(=O)N1)F. Cell line: ACHN. Synergy scores: CSS=32.4, Synergy_ZIP=-0.663, Synergy_Bliss=-2.79, Synergy_Loewe=-4.27, Synergy_HSA=-2.63. (3) Drug 1: C1=CC(=CC=C1C#N)C(C2=CC=C(C=C2)C#N)N3C=NC=N3. Drug 2: CC=C1C(=O)NC(C(=O)OC2CC(=O)NC(C(=O)NC(CSSCCC=C2)C(=O)N1)C(C)C)C(C)C. Cell line: U251. Synergy scores: CSS=11.5, Synergy_ZIP=-1.12, Synergy_Bliss=-4.08, Synergy_Loewe=-29.7, Synergy_HSA=-3.23. (4) Drug 1: CCCS(=O)(=O)NC1=C(C(=C(C=C1)F)C(=O)C2=CNC3=C2C=C(C=N3)C4=CC=C(C=C4)Cl)F. Drug 2: C1=CC(=C2C(=C1NCCNCCO)C(=O)C3=C(C=CC(=C3C2=O)O)O)NCCNCCO. Cell line: SF-295. Synergy scores: CSS=67.6, Synergy_ZIP=15.5, Synergy_Bliss=14.2, Synergy_Loewe=-27.0, Synergy_HSA=14.7. (5) Drug 1: C(=O)(N)NO. Drug 2: C1C(C(OC1N2C=NC(=NC2=O)N)CO)O. Cell line: SK-OV-3. Synergy scores: CSS=-4.16, Synergy_ZIP=-0.265, Synergy_Bliss=-4.78, Synergy_Loewe=-6.00, Synergy_HSA=-7.70. (6) Drug 1: CC1CCC2CC(C(=CC=CC=CC(CC(C(=O)C(C(C(=CC(C(=O)CC(OC(=O)C3CCCCN3C(=O)C(=O)C1(O2)O)C(C)CC4CCC(C(C4)OC)OCCO)C)C)O)OC)C)C)C)OC. Drug 2: C1=NC2=C(N1)C(=S)N=CN2. Cell line: UACC62. Synergy scores: CSS=35.9, Synergy_ZIP=-0.648, Synergy_Bliss=1.22, Synergy_Loewe=-28.3, Synergy_HSA=0.140. (7) Drug 1: C1=CC=C(C=C1)NC(=O)CCCCCCC(=O)NO. Drug 2: COC1=C2C(=CC3=C1OC=C3)C=CC(=O)O2. Cell line: KM12. Synergy scores: CSS=14.7, Synergy_ZIP=-4.68, Synergy_Bliss=-4.74, Synergy_Loewe=-33.1, Synergy_HSA=-3.54.